From a dataset of Forward reaction prediction with 1.9M reactions from USPTO patents (1976-2016). Predict the product of the given reaction. (1) Given the reactants [CH2:1](Br)[C:2]1[CH:7]=[CH:6][CH:5]=[CH:4][CH:3]=1.[F:9][C:10]1[CH:18]=[C:17]([Br:19])[CH:16]=[CH:15][C:11]=1[C:12]([OH:14])=[O:13].C([O-])([O-])=O.[Cs+].[Cs+], predict the reaction product. The product is: [CH2:1]([O:14][C:12](=[O:13])[C:11]1[CH:15]=[CH:16][C:17]([Br:19])=[CH:18][C:10]=1[F:9])[C:2]1[CH:7]=[CH:6][CH:5]=[CH:4][CH:3]=1. (2) Given the reactants C(OC([N:8]1[C:12]2=[N:13][C:14](F)=[CH:15][CH:16]=[C:11]2[C:10]([CH2:18][O:19][C:20]2[CH:25]=[C:24]([F:26])[C:23]([Cl:27])=[C:22]([O:28][C:29]3[CH:34]=[C:33]([C:35]#[N:36])[CH:32]=[C:31]([Cl:37])[CH:30]=3)[CH:21]=2)=[N:9]1)=O)(C)(C)C.COC1C=CC(C[NH2:45])=CC=1, predict the reaction product. The product is: [NH2:45][C:14]1[N:13]=[C:12]2[NH:8][N:9]=[C:10]([CH2:18][O:19][C:20]3[CH:25]=[C:24]([F:26])[C:23]([Cl:27])=[C:22]([CH:21]=3)[O:28][C:29]3[CH:34]=[C:33]([CH:32]=[C:31]([Cl:37])[CH:30]=3)[C:35]#[N:36])[C:11]2=[CH:16][CH:15]=1. (3) Given the reactants [CH3:1][O:2][C:3]([C:5]1[C:6]([OH:19])=[N:7][N:8]([CH2:10][C:11]2[CH:16]=[CH:15][C:14]([O:17][CH3:18])=[CH:13][CH:12]=2)[CH:9]=1)=[O:4].Br[CH2:21][CH:22]=[CH2:23].C([O-])([O-])=O.[K+].[K+], predict the reaction product. The product is: [CH3:1][O:2][C:3]([C:5]1[C:6]([O:19][CH2:23][CH:22]=[CH2:21])=[N:7][N:8]([CH2:10][C:11]2[CH:16]=[CH:15][C:14]([O:17][CH3:18])=[CH:13][CH:12]=2)[CH:9]=1)=[O:4]. (4) Given the reactants [OH:1][CH2:2][CH2:3][CH2:4][N:5]([CH3:13])[C:6](=[O:12])[O:7][C:8]([CH3:11])([CH3:10])[CH3:9].C(=O)(O)[O-].[Na+].CC(OI1(OC(C)=O)(OC(C)=O)OC(=O)C2C=CC=CC1=2)=O, predict the reaction product. The product is: [CH3:13][N:5]([CH2:4][CH2:3][CH:2]=[O:1])[C:6](=[O:12])[O:7][C:8]([CH3:11])([CH3:9])[CH3:10]. (5) The product is: [O:23]([C:19]1[CH:18]=[C:17]([C:12]23[CH2:15][CH2:16][C:9]([CH2:8][CH2:3][CH2:2][C:1]([O:5][CH3:6])=[O:4])([CH2:14][CH2:13]2)[CH2:10][O:11]3)[CH:22]=[CH:21][CH:20]=1)[C:24]1[CH:25]=[CH:26][CH:27]=[CH:28][CH:29]=1. Given the reactants [C:1]([O:5][CH3:6])(=[O:4])[CH:2]=[CH2:3].I[CH2:8][C:9]12[CH2:16][CH2:15][C:12]([C:17]3[CH:22]=[CH:21][CH:20]=[C:19]([O:23][C:24]4[CH:29]=[CH:28][CH:27]=[CH:26][CH:25]=4)[CH:18]=3)([CH2:13][CH2:14]1)[O:11][CH2:10]2, predict the reaction product.